From a dataset of Forward reaction prediction with 1.9M reactions from USPTO patents (1976-2016). Predict the product of the given reaction. (1) The product is: [CH2:1]1[C:13]2[NH:12][C:11]3[C:6](=[CH:7][CH:8]=[CH:9][CH:10]=3)[C:5]=2[CH2:4][C@@H:3]([CH2:14][NH:15][CH2:16][C@@H:17]2[O:31][C:21]3=[C:22]4[C:27](=[CH:28][CH:29]=[C:20]3[O:19][CH2:18]2)[N:26]=[C:25]([CH3:30])[CH:24]=[CH:23]4)[CH2:2]1. Given the reactants [CH2:1]1[C:13]2[NH:12][C:11]3[C:6](=[CH:7][CH:8]=[CH:9][CH:10]=3)[C:5]=2[CH2:4][CH:3]([CH2:14][NH:15][CH2:16][C@@H:17]2[O:31][C:21]3=[C:22]4[C:27](=[CH:28][CH:29]=[C:20]3[O:19][CH2:18]2)[N:26]=[C:25]([CH3:30])[CH:24]=[CH:23]4)[CH2:2]1.Cl, predict the reaction product. (2) Given the reactants [CH3:1][NH:2][C@H:3]([C:11]([OH:13])=[O:12])[CH2:4][C:5]1[CH:10]=[CH:9][CH:8]=[CH:7][CH:6]=1.O1CCOCC1.[C:20]1([CH3:30])[CH:25]=[CH:24][C:23]([S:26](Cl)(=[O:28])=[O:27])=[CH:22][CH:21]=1, predict the reaction product. The product is: [C:20]1([CH3:30])[CH:25]=[CH:24][C:23]([S:26]([N:2]([CH3:1])[C@H:3]([C:11]([OH:13])=[O:12])[CH2:4][C:5]2[CH:6]=[CH:7][CH:8]=[CH:9][CH:10]=2)(=[O:28])=[O:27])=[CH:22][CH:21]=1. (3) Given the reactants Cl[C:2]1[CH:7]=[C:6]([C:8]([F:11])([F:10])[F:9])[CH:5]=[C:4]([Cl:12])[N:3]=1.[CH3:13][Mg]Br.O, predict the reaction product. The product is: [Cl:12][C:4]1[CH:5]=[C:6]([C:8]([F:11])([F:10])[F:9])[CH:7]=[C:2]([CH3:13])[N:3]=1. (4) Given the reactants [C:1]1(C)C=CC(S(O)(=O)=O)=CC=1.[C:12]1([C:18]2([C:24]([OH:26])=[O:25])[CH2:23][CH2:22][NH:21][CH2:20][CH2:19]2)[CH:17]=[CH:16][CH:15]=[CH:14][CH:13]=1.S(=O)(=O)(O)O, predict the reaction product. The product is: [CH3:1][O:25][C:24]([C:18]1([C:12]2[CH:13]=[CH:14][CH:15]=[CH:16][CH:17]=2)[CH2:19][CH2:20][NH:21][CH2:22][CH2:23]1)=[O:26].